From a dataset of Full USPTO retrosynthesis dataset with 1.9M reactions from patents (1976-2016). Predict the reactants needed to synthesize the given product. Given the product [C:1]([C:3]1[CH:8]=[CH:7][C:6]([N:9]2[CH2:13][C@H:12]([CH2:14][NH:15][C:16](=[O:25])[CH3:17])[O:11][C:10]2=[O:26])=[CH:5][C:4]=1[F:27])#[CH:2], predict the reactants needed to synthesize it. The reactants are: [C:1]([C:3]1[CH:8]=[CH:7][C:6]([N:9]2[CH2:13][CH:12]([CH2:14][N:15]3C(=O)C4[C:17](=CC=CC=4)[C:16]3=[O:25])[O:11][C:10]2=[O:26])=[CH:5][C:4]=1[F:27])#[CH:2].C1COCC1.C(O)C.O.NN.